This data is from Forward reaction prediction with 1.9M reactions from USPTO patents (1976-2016). The task is: Predict the product of the given reaction. (1) Given the reactants [Br:1][C:2]1[CH:7]=[CH:6][C:5]([N:8]2[CH2:13][CH2:12][NH:11][CH2:10][CH2:9]2)=[CH:4][CH:3]=1.[C:14](=O)([O:21]C1C=CC([N+]([O-])=O)=CC=1)[O:15][CH2:16][C:17]([NH:19][CH3:20])=[O:18], predict the reaction product. The product is: [Br:1][C:2]1[CH:3]=[CH:4][C:5]([N:8]2[CH2:13][CH2:12][N:11]([C:14]([O:15][CH2:16][C:17]([NH:19][CH3:20])=[O:18])=[O:21])[CH2:10][CH2:9]2)=[CH:6][CH:7]=1. (2) Given the reactants [CH:1]1([NH:4][C:5](=[O:24])[C:6]2[CH:11]=[CH:10][C:9]([CH3:12])=[C:8]([C:13]3[CH:14]=[C:15]4[C:20](=[CH:21][CH:22]=3)[C:19](=[O:23])[NH:18][CH:17]=[CH:16]4)[CH:7]=2)[CH2:3][CH2:2]1.[H-].[Na+].C([O:30][C:31]1[CH:36]=[CH:35][C:34]([CH2:37]Cl)=[CH:33][CH:32]=1)(=O)C.[OH-].[Na+].Cl, predict the reaction product. The product is: [CH:1]1([NH:4][C:5](=[O:24])[C:6]2[CH:11]=[CH:10][C:9]([CH3:12])=[C:8]([C:13]3[CH:14]=[C:15]4[C:20](=[CH:21][CH:22]=3)[C:19](=[O:23])[N:18]([CH2:37][C:34]3[CH:35]=[CH:36][C:31]([OH:30])=[CH:32][CH:33]=3)[CH:17]=[CH:16]4)[CH:7]=2)[CH2:2][CH2:3]1. (3) The product is: [CH:1]1([N:4]2[C:8]3[CH2:9][NH:10][CH2:11][C:7]=3[CH:6]=[N:5]2)[CH2:3][CH2:2]1.[ClH:19]. Given the reactants [CH:1]1([N:4]2[C:8]3[CH2:9][N:10](C(OC(C)(C)C)=O)[CH2:11][C:7]=3[CH:6]=[N:5]2)[CH2:3][CH2:2]1.[ClH:19], predict the reaction product. (4) Given the reactants Cl.[F:2][C:3]1[CH:28]=[CH:27][C:6]([C:7]([NH:9][C:10]2[S:11][C:12]3[C:18]([CH:19]4[CH2:24][CH2:23][NH:22][CH2:21][CH2:20]4)=[CH:17][CH:16]=[C:15]([O:25][CH3:26])[C:13]=3[N:14]=2)=[O:8])=[CH:5][CH:4]=1.C(N(CC)CC)C.[CH3:36][O:37][C:38](Cl)=[O:39].C(=O)(O)[O-].[Na+], predict the reaction product. The product is: [CH3:36][O:37][C:38]([N:22]1[CH2:21][CH2:20][CH:19]([C:18]2[C:12]3[S:11][C:10]([NH:9][C:7](=[O:8])[C:6]4[CH:5]=[CH:4][C:3]([F:2])=[CH:28][CH:27]=4)=[N:14][C:13]=3[C:15]([O:25][CH3:26])=[CH:16][CH:17]=2)[CH2:24][CH2:23]1)=[O:39]. (5) Given the reactants [CH3:1][C:2]1[CH:7]=[CH:6][N:5]2[CH:8]=[C:9]([CH2:11][C@@H:12]3[CH2:17][CH2:16][CH2:15][CH2:14][N:13]3[C:18]([O:20][C:21]([CH3:24])([CH3:23])[CH3:22])=[O:19])[N:10]=[C:4]2[N:3]=1.C1C(=O)N([Cl:32])C(=O)C1, predict the reaction product. The product is: [Cl:32][C:8]1[N:5]2[CH:6]=[CH:7][C:2]([CH3:1])=[N:3][C:4]2=[N:10][C:9]=1[CH2:11][C@@H:12]1[CH2:17][CH2:16][CH2:15][CH2:14][N:13]1[C:18]([O:20][C:21]([CH3:24])([CH3:23])[CH3:22])=[O:19]. (6) Given the reactants [Cl:1][C:2]1[C:3]([F:42])=[C:4]([CH:39]=[CH:40][CH:41]=1)[NH:5][C:6]1[C:15]2[C:10](=[CH:11][C:12]([O:37][CH3:38])=[C:13]([O:16][C@H:17]3[CH2:21][N:20]([C:22](OC(C)(C)C)=O)[C@H:19]([C:29]([N:31]4[CH2:36][CH2:35][O:34][CH2:33][CH2:32]4)=[O:30])[CH2:18]3)[CH:14]=2)[N:9]=[CH:8][N:7]=1.C=O, predict the reaction product. The product is: [Cl:1][C:2]1[C:3]([F:42])=[C:4]([CH:39]=[CH:40][CH:41]=1)[NH:5][C:6]1[C:15]2[C:10](=[CH:11][C:12]([O:37][CH3:38])=[C:13]([O:16][C@H:17]3[CH2:21][N:20]([CH3:22])[CH:19]([C:29]([N:31]4[CH2:36][CH2:35][O:34][CH2:33][CH2:32]4)=[O:30])[CH2:18]3)[CH:14]=2)[N:9]=[CH:8][N:7]=1. (7) Given the reactants C(OC([N:8]1[CH2:13][CH2:12][C:11](=O)[CH2:10][CH2:9]1)=O)(C)(C)C.[N+:15]([CH:18]=[CH:19][C:20]1[CH:25]=[CH:24][C:23]([Cl:26])=[CH:22][CH:21]=1)([O-])=O, predict the reaction product. The product is: [Cl:26][C:23]1[CH:24]=[CH:25][C:20]([CH2:19][N:15]2[C:11]3[CH2:10][CH2:9][NH:8][CH2:13][C:12]=3[C:19]([C:20]3[CH:25]=[CH:24][C:23]([Cl:26])=[CH:22][CH:21]=3)=[CH:18]2)=[CH:21][CH:22]=1.